From a dataset of Full USPTO retrosynthesis dataset with 1.9M reactions from patents (1976-2016). Predict the reactants needed to synthesize the given product. Given the product [N+:1]([C:4]1[CH:5]=[C:6]([NH:10][N:11]=[CH:12][CH2:13][CH3:14])[CH:7]=[CH:8][CH:9]=1)([O-:3])=[O:2], predict the reactants needed to synthesize it. The reactants are: [N+:1]([C:4]1[CH:5]=[C:6]([NH:10]/[N:11]=[CH:12]/[CH2:13][CH3:14])[CH:7]=[CH:8][CH:9]=1)([O-:3])=[O:2].C1(C)C=CC=CC=1.CC1C2C(=CC=CC=2[N+]([O-])=O)NC=1.CC1C2C(=CC([N+]([O-])=O)=CC=2)NC=1.